From a dataset of Full USPTO retrosynthesis dataset with 1.9M reactions from patents (1976-2016). Predict the reactants needed to synthesize the given product. (1) Given the product [C:1]([O:5][C:6](=[O:28])[NH:7][CH:8]1[CH2:13][CH2:12][CH:11]([N:14]([CH2:36][C:31]2[C:30]([CH3:29])=[CH:35][CH:34]=[CH:33][N:32]=2)[CH2:15][C:16]2[C:21]([C:22]3[CH:27]=[CH:26][CH:25]=[CH:24][CH:23]=3)=[CH:20][CH:19]=[CH:18][N:17]=2)[CH2:10][CH2:9]1)([CH3:4])([CH3:2])[CH3:3], predict the reactants needed to synthesize it. The reactants are: [C:1]([O:5][C:6](=[O:28])[NH:7][CH:8]1[CH2:13][CH2:12][CH:11]([NH:14][CH2:15][C:16]2[C:21]([C:22]3[CH:27]=[CH:26][CH:25]=[CH:24][CH:23]=3)=[CH:20][CH:19]=[CH:18][N:17]=2)[CH2:10][CH2:9]1)([CH3:4])([CH3:3])[CH3:2].[CH3:29][C:30]1[C:31]([CH:36]=O)=[N:32][CH:33]=[CH:34][CH:35]=1.[BH-](OC(C)=O)(OC(C)=O)OC(C)=O.[Na+]. (2) Given the product [CH3:9][O:10][C:11](=[O:36])[C:12]1[CH:17]=[CH:16][CH:15]=[C:14]([CH2:18][N:19]2[C:30]3[C:35](=[CH:34][CH:33]=[CH:32][CH:31]=3)/[C:21](=[C:22](\[C:3]3[CH:4]=[CH:5][CH:6]=[CH:7][C:2]=3[Br:1])/[C:23]3[CH:24]=[CH:25][CH:26]=[CH:27][CH:28]=3)/[C:20]2=[O:29])[CH:13]=1, predict the reactants needed to synthesize it. The reactants are: [Br:1][C:2]1[CH:7]=[CH:6][CH:5]=[CH:4][C:3]=1I.[CH3:9][O:10][C:11](=[O:36])[C:12]1[CH:17]=[CH:16][CH:15]=[C:14]([CH2:18][N:19]([C:30]2[CH:35]=[CH:34][CH:33]=[CH:32][CH:31]=2)[C:20](=[O:29])[C:21]#[C:22][C:23]2[CH:28]=[CH:27][CH:26]=[CH:25][CH:24]=2)[CH:13]=1. (3) Given the product [ClH:27].[Cl:27][C:28]1[CH:47]=[CH:46][C:31]([NH:32][C:33]2[C:42]3[C:37](=[CH:38][C:39]([O:8][CH2:7][CH2:6][CH2:5][S:2]([CH3:1])(=[O:4])=[O:3])=[C:40]([O:43][CH3:44])[CH:41]=3)[N:36]=[CH:35][N:34]=2)=[C:30]([F:48])[CH:29]=1, predict the reactants needed to synthesize it. The reactants are: [CH3:1][S:2]([CH2:5][CH2:6][CH2:7][OH:8])(=[O:4])=[O:3].N(C(N1CCCCC1)=O)=NC(N1CCCCC1)=O.[Cl:27][C:28]1[CH:47]=[CH:46][C:31]([NH:32][C:33]2[C:42]3[C:37](=[CH:38][C:39](O)=[C:40]([O:43][CH3:44])[CH:41]=3)[N:36]=[CH:35][N:34]=2)=[C:30]([F:48])[CH:29]=1.C(P(CCCC)CCCC)CCC.Cl. (4) Given the product [CH:21]1([NH:27][C:2]2[N:7]=[N:6][C:5]([C:8]([NH2:10])=[O:9])=[C:4]([NH:11][C:12]3[CH:17]=[CH:16][CH:15]=[C:14]([CH:18]4[CH2:20][CH2:19]4)[N:13]=3)[CH:3]=2)[CH2:26][CH2:25][CH2:24][CH2:23][CH2:22]1, predict the reactants needed to synthesize it. The reactants are: Cl[C:2]1[N:7]=[N:6][C:5]([C:8]([NH2:10])=[O:9])=[C:4]([NH:11][C:12]2[CH:17]=[CH:16][CH:15]=[C:14]([CH:18]3[CH2:20][CH2:19]3)[N:13]=2)[CH:3]=1.[CH:21]1([NH2:27])[CH2:26][CH2:25][CH2:24][CH2:23][CH2:22]1. (5) The reactants are: Br[C:2]1[CH:7]=[CH:6][C:5]2[C:8]3([CH2:23][O:24][C:4]=2[CH:3]=1)[C:16]1[C:11](=[CH:12][CH:13]=[CH:14][CH:15]=1)[N:10]([CH2:17][CH2:18][CH2:19][CH2:20][CH3:21])[C:9]3=[O:22]. Given the product [CH2:17]([N:10]1[C:11]2[C:16](=[CH:15][CH:14]=[CH:13][CH:12]=2)[C:8]2([C:5]3[CH:6]=[CH:7][CH:2]=[CH:3][C:4]=3[O:24][CH2:23]2)[C:9]1=[O:22])[CH2:18][CH2:19][CH2:20][CH3:21], predict the reactants needed to synthesize it. (6) The reactants are: [F:1][C:2]1[C:7]([C:8]([F:11])([F:10])[F:9])=[CH:6][CH:5]=[CH:4][C:3]=1[C:12]1([OH:18])[CH2:17][CH2:16][NH:15][CH2:14][CH2:13]1.C(=O)([O-])[O-].[K+].[K+].Br[CH:26]([CH3:28])[CH3:27]. Given the product [F:1][C:2]1[C:7]([C:8]([F:10])([F:11])[F:9])=[CH:6][CH:5]=[CH:4][C:3]=1[C:12]1([OH:18])[CH2:17][CH2:16][N:15]([CH:26]([CH3:28])[CH3:27])[CH2:14][CH2:13]1, predict the reactants needed to synthesize it.